From a dataset of CYP2D6 inhibition data for predicting drug metabolism from PubChem BioAssay. Regression/Classification. Given a drug SMILES string, predict its absorption, distribution, metabolism, or excretion properties. Task type varies by dataset: regression for continuous measurements (e.g., permeability, clearance, half-life) or binary classification for categorical outcomes (e.g., BBB penetration, CYP inhibition). Dataset: cyp2d6_veith. (1) The compound is C[C@@H](C(=O)Cc1ccc2ccccc2c1)[C@@H]1C[C@@]1(C)[C@@H](NP(=O)(c1ccccc1)c1ccccc1)c1ccccc1. The result is 0 (non-inhibitor). (2) The compound is CN(C)c1ncc2nc(-c3cn(C)c4ccccc34)c(=O)n(C[C@H]3CCCO3)c2n1. The result is 0 (non-inhibitor).